Predict which catalyst facilitates the given reaction. From a dataset of Catalyst prediction with 721,799 reactions and 888 catalyst types from USPTO. (1) Reactant: [Cl:1][C:2]1[N:7]=[CH:6][C:5]([O:8][CH2:9][CH:10]2[CH2:15][CH2:14][N:13]([CH2:16][C:17](O)([CH2:20][CH3:21])[CH2:18][CH3:19])[CH2:12][CH2:11]2)=[CH:4][N:3]=1.CCN(S(F)(F)[F:29])CC.C([O-])(O)=O.[Na+]. Product: [Cl:1][C:2]1[N:7]=[CH:6][C:5]([O:8][CH2:9][CH:10]2[CH2:15][CH2:14][N:13]([CH2:16][C:17]([CH2:20][CH3:21])([F:29])[CH2:18][CH3:19])[CH2:12][CH2:11]2)=[CH:4][N:3]=1. The catalyst class is: 2. (2) Reactant: [C:1]1([CH:7]([CH2:9][CH2:10][CH2:11][CH2:12][CH2:13][CH2:14][CH2:15][CH2:16][CH2:17][CH2:18][CH2:19][CH2:20][CH2:21][CH3:22])[CH3:8])[CH:6]=[CH:5][CH:4]=[CH:3][CH:2]=1.S(=O)(=O)(O)O.CO[CH2:30][Br:31]. Product: [Br:31][CH2:30][C:2]1[CH:3]=[CH:4][CH:5]=[CH:6][C:1]=1[CH:7]([CH2:9][CH2:10][CH2:11][CH2:12][CH2:13][CH2:14][CH2:15][CH2:16][CH2:17][CH2:18][CH2:19][CH2:20][CH2:21][CH3:22])[CH3:8]. The catalyst class is: 6. (3) Reactant: [CH2:1]1[C:9]2[C:4](=[CH:5][CH:6]=[CH:7][CH:8]=2)[CH2:3][CH:2]1[C:10]([OH:12])=O.CO.O.[NH2:16][NH2:17]. Product: [CH2:1]1[C:9]2[C:4](=[CH:5][CH:6]=[CH:7][CH:8]=2)[CH2:3][CH:2]1[C:10]([NH:16][NH2:17])=[O:12]. The catalyst class is: 8. (4) Product: [C:13]([C:17]1[N:22]=[C:21]([N:23]2[CH2:28][CH2:27][N:26]([CH2:29][CH2:30][CH2:31][CH2:32][NH:33][C:10]([C:2]3[N:1]=[C:5]4[CH:6]=[N:7][CH:8]=[CH:9][N:4]4[CH:3]=3)=[O:12])[CH2:25][CH2:24]2)[CH:20]=[C:19]([C:34]([F:36])([F:37])[F:35])[N:18]=1)([CH3:16])([CH3:14])[CH3:15]. The catalyst class is: 147. Reactant: [N:1]1[C:2]([C:10]([OH:12])=O)=[CH:3][N:4]2[CH:9]=[CH:8][N:7]=[CH:6][C:5]=12.[C:13]([C:17]1[N:22]=[C:21]([N:23]2[CH2:28][CH2:27][N:26]([CH2:29][CH2:30][CH2:31][CH2:32][NH2:33])[CH2:25][CH2:24]2)[CH:20]=[C:19]([C:34]([F:37])([F:36])[F:35])[N:18]=1)([CH3:16])([CH3:15])[CH3:14]. (5) Reactant: [BH4-].[Na+].[CH2:3]([C@@H:5]1[CH2:22][C:21]2[CH2:20][C:19](=[O:23])[CH2:18][CH2:17][C:16]=2[C@@H:15]2[C@@H:6]1[C@H:7]1[C@@:11]([CH2:13][CH2:14]2)([CH3:12])[C@@H:10]([OH:24])[CH2:9][CH2:8]1)[CH3:4]. Product: [CH2:3]([C@@H:5]1[CH2:22][C:21]2[CH2:20][C@H:19]([OH:23])[CH2:18][CH2:17][C:16]=2[C@@H:15]2[C@@H:6]1[C@H:7]1[C@@:11]([CH2:13][CH2:14]2)([CH3:12])[C@@H:10]([OH:24])[CH2:9][CH2:8]1)[CH3:4].[CH2:3]([C@@H:5]1[CH2:22][C:21]2[CH2:20][C@@H:19]([OH:23])[CH2:18][CH2:17][C:16]=2[C@@H:15]2[C@@H:6]1[C@H:7]1[C@@:11]([CH2:13][CH2:14]2)([CH3:12])[C@@H:10]([OH:24])[CH2:9][CH2:8]1)[CH3:4]. The catalyst class is: 83. (6) Reactant: [NH2:1][CH:2]([C:5]([F:8])([CH3:7])[CH3:6])[CH2:3][OH:4].C1C[O:12][CH2:11]C1. Product: [F:8][C:5]([CH:2]1[CH2:3][O:4][C:11](=[O:12])[NH:1]1)([CH3:7])[CH3:6]. The catalyst class is: 2. (7) Reactant: [CH3:1][C:2]1[N:6]([C:7]2[CH:12]=[CH:11][CH:10]=[CH:9][N:8]=2)[C:5]2[CH:13]=[CH:14][CH:15]=[CH:16][C:4]=2[N:3]=1.[NH:17]1[CH:21]=[CH:20][N:19]=[C:18]1[CH:22]=O.Cl.Cl.N1C=CC=CC=1N1C2C=CC=CC=2N=C1/C=C/C1C=CC=CN=1.[C:49]([OH:54])(=[O:53])[C:50]([OH:52])=[O:51]. Product: [C:49]([OH:54])(=[O:53])[C:50]([OH:52])=[O:51].[N:8]1[CH:9]=[CH:10][CH:11]=[CH:12][C:7]=1[N:6]1[C:5]2[CH:13]=[CH:14][CH:15]=[CH:16][C:4]=2[N:3]=[C:2]1/[CH:1]=[CH:22]/[C:18]1[NH:17][CH:21]=[CH:20][N:19]=1. The catalyst class is: 5.